This data is from Forward reaction prediction with 1.9M reactions from USPTO patents (1976-2016). The task is: Predict the product of the given reaction. (1) Given the reactants S(Cl)(Cl)(=O)=O.[CH3:6][N:7]1[C:11]([C:12](=O)[CH2:13][C:14]([O:16][CH2:17][CH3:18])=[O:15])=[N:10][CH:9]=[N:8]1.[NH2:20][C:21]([NH2:23])=[S:22].C(O)C, predict the reaction product. The product is: [NH2:23][C:21]1[S:22][C:13]([C:14]([O:16][CH2:17][CH3:18])=[O:15])=[C:12]([C:11]2[N:7]([CH3:6])[N:8]=[CH:9][N:10]=2)[N:20]=1. (2) Given the reactants [Cl:1][C:2]1[N:3]=[C:4]2[C:9]([CH2:10][C:11]3[CH:12]=[CH:13][C:14]([F:20])=[C:15]([CH:19]=3)[C:16](O)=[O:17])=[N:8][NH:7][C:6](=[O:21])[N:5]2[C:22]=1[Cl:23].CCN(C(C)C)C(C)C.CN(C(ON1N=NC2C=CC=CC1=2)=[N+](C)C)C.F[P-](F)(F)(F)(F)F.[N:57]1(C(OC(C)(C)C)=O)[CH2:63][CH2:62][CH2:61][NH:60][CH2:59][CH2:58]1.C(O)(C(F)(F)F)=O.Cl, predict the reaction product. The product is: [Cl-:1].[Cl:1][C:2]1[N:3]=[C:4]2[C:9]([CH2:10][C:11]3[CH:12]=[CH:13][C:14]([F:20])=[C:15]([CH:19]=3)[C:16]([N:57]3[CH2:63][CH2:62][CH2:61][NH2+:60][CH2:59][CH2:58]3)=[O:17])=[N:8][NH:7][C:6](=[O:21])[N:5]2[C:22]=1[Cl:23]. (3) Given the reactants [C:1]([O:5][C:6](=[O:25])[CH2:7][O:8][C:9]1[CH:14]=[CH:13][C:12]([Cl:15])=[CH:11][C:10]=1[C:16]#[C:17][C:18]1[CH:19]=[N:20][CH:21]=[CH:22][C:23]=1[CH3:24])([CH3:4])([CH3:3])[CH3:2].ClC1C=CC=C(C(OO)=[O:34])C=1, predict the reaction product. The product is: [C:1]([O:5][C:6](=[O:25])[CH2:7][O:8][C:9]1[CH:14]=[CH:13][C:12]([Cl:15])=[CH:11][C:10]=1[C:16]#[C:17][C:18]1[CH:19]=[N+:20]([O-:34])[CH:21]=[CH:22][C:23]=1[CH3:24])([CH3:4])([CH3:3])[CH3:2]. (4) Given the reactants [CH2:1]([C:3]1[CH:8]=[CH:7][C:6]([CH:9]2[CH2:14][N:13]([C:15]([N:17]3[CH2:22][CH2:21][CH:20]([OH:23])[CH2:19][CH2:18]3)=[O:16])[CH2:12][CH:11]([C:24]([OH:26])=O)[CH2:10]2)=[CH:5][CH:4]=1)[CH3:2].O[NH:28][C:29]([C:31]1[N:36]=[CH:35][CH:34]=[CH:33][N:32]=1)=[NH:30], predict the reaction product. The product is: [CH2:1]([C:3]1[CH:8]=[CH:7][C:6]([CH:9]2[CH2:10][CH:11]([C:24]3[O:26][N:30]=[C:29]([C:31]4[N:36]=[CH:35][CH:34]=[CH:33][N:32]=4)[N:28]=3)[CH2:12][N:13]([C:15]([N:17]3[CH2:18][CH2:19][CH:20]([OH:23])[CH2:21][CH2:22]3)=[O:16])[CH2:14]2)=[CH:5][CH:4]=1)[CH3:2]. (5) Given the reactants S(Cl)(Cl)=O.[Cl:5][C:6]1[C:14]([Cl:15])=[CH:13][CH:12]=[CH:11][C:7]=1[C:8]([OH:10])=O.[Al+3].[Cl-].[Cl-].[Cl-].[CH:20]1C=CC=C[CH:21]=1, predict the reaction product. The product is: [Cl:15][C:14]1[C:6]([Cl:5])=[C:7]2[C:11]([CH2:20][CH2:21][C:8]2=[O:10])=[CH:12][CH:13]=1. (6) Given the reactants Cl[C:2]1[C:3]2[S:10][CH:9]=[C:8]([C:11]([NH:13][C:14]3[C:19]([F:20])=[C:18]([O:21][CH3:22])[CH:17]=[C:16]([O:23][CH3:24])[C:15]=3[F:25])=[O:12])[C:4]=2[N:5]=[CH:6][N:7]=1.[CH:26]1([NH2:29])[CH2:28][CH2:27]1, predict the reaction product. The product is: [CH:26]1([NH:29][C:2]2[C:3]3[S:10][CH:9]=[C:8]([C:11]([NH:13][C:14]4[C:19]([F:20])=[C:18]([O:21][CH3:22])[CH:17]=[C:16]([O:23][CH3:24])[C:15]=4[F:25])=[O:12])[C:4]=3[N:5]=[CH:6][N:7]=2)[CH2:28][CH2:27]1. (7) Given the reactants N1C=CN=C1.[Si:6](Cl)([C:9]([CH3:12])([CH3:11])[CH3:10])([CH3:8])[CH3:7].[Cl:14][C:15]1[S:19][C:18]([C:20]([NH:22][C:23]2[CH:31]=[CH:30][CH:29]=[C:28]3[C:24]=2[C:25](=[O:42])[N:26]([C:32]2[CH:37]=[CH:36][C:35]([NH:38][CH2:39][CH2:40][OH:41])=[CH:34][CH:33]=2)[CH2:27]3)=[O:21])=[CH:17][CH:16]=1.C(#N)C.O, predict the reaction product. The product is: [Si:6]([O:41][CH2:40][CH2:39][NH:38][C:35]1[CH:36]=[CH:37][C:32]([N:26]2[C:25](=[O:42])[C:24]3[C:28](=[CH:29][CH:30]=[CH:31][C:23]=3[NH:22][C:20]([C:18]3[S:19][C:15]([Cl:14])=[CH:16][CH:17]=3)=[O:21])[CH2:27]2)=[CH:33][CH:34]=1)([C:9]([CH3:12])([CH3:11])[CH3:10])([CH3:8])[CH3:7].